Predict the reaction yield, written as a fraction of the theoretical maximum amount of product (1.0 means a 100% yield; for example, 0.34 means a 34% yield). From a dataset of Reaction yield outcomes from USPTO patents with 853,638 reactions. (1) The reactants are [CH:1]([C:3]1[CH:4]=[C:5]([CH3:12])[CH:6]=[CH:7][C:8]=1[N+]([O-])=O)=O.[SH:13][CH2:14][C:15](OCC)=O.[C:20](=[O:23])([O-])[O-:21].[K+].[K+].O.[CH3:27]N(C=O)C. No catalyst specified. The product is [C:20]([CH2:27][CH2:15][C:14]1[S:13][C:8]2[CH:7]=[CH:6][C:5]([CH3:12])=[CH:4][C:3]=2[CH:1]=1)([OH:21])=[O:23]. The yield is 0.480. (2) The reactants are [CH3:1][O:2][N:3]([CH3:15])[C:4]([C:6]1[C:14]2[C:9](=[CH:10][CH:11]=[CH:12][CH:13]=2)[NH:8][N:7]=1)=[O:5].FC(F)(F)C(OC1C(OC(=O)C(F)(F)F)=C([I:27])C=CC=1)=O.II.OS([O-])=O.[Na+]. The catalyst is C(Cl)Cl. The product is [I:27][C:12]1[CH:13]=[C:14]2[C:9](=[CH:10][CH:11]=1)[NH:8][N:7]=[C:6]2[C:4]([N:3]([O:2][CH3:1])[CH3:15])=[O:5]. The yield is 0.720. (3) The reactants are C([Sn](CCCC)(CCCC)[C:6]1[S:7][CH:8]=[CH:9][CH:10]=1)CCC.[C@@H:19]1([N:27]2[CH:31]=[C:30](I)[CH:29]=[C:28]2[N+:33]([O-:35])=[O:34])[O:24][C@H:23]([CH2:25][OH:26])[C@@H:21]([OH:22])[CH2:20]1. The catalyst is Cl[Pd](Cl)([P](C1C=CC=CC=1)(C1C=CC=CC=1)C1C=CC=CC=1)[P](C1C=CC=CC=1)(C1C=CC=CC=1)C1C=CC=CC=1.CN(C=O)C. The product is [C@@H:19]1([N:27]2[CH:31]=[C:30]([C:6]3[S:7][CH:8]=[CH:9][CH:10]=3)[CH:29]=[C:28]2[N+:33]([O-:35])=[O:34])[O:24][C@H:23]([CH2:25][OH:26])[C@@H:21]([OH:22])[CH2:20]1. The yield is 0.630. (4) The reactants are [F:1][C:2]([F:11])([F:10])[C:3]1[C:4]([NH2:9])=[N:5][CH:6]=[CH:7][CH:8]=1.C1C(=O)N([Br:19])C(=O)C1.C([O-])(O)=O.[Na+]. The catalyst is C(#N)C. The product is [Br:19][C:7]1[CH:8]=[C:3]([C:2]([F:1])([F:10])[F:11])[C:4]([NH2:9])=[N:5][CH:6]=1. The yield is 0.980. (5) The reactants are [CH3:1][C:2]1[N:6]([CH:7]([CH3:9])[CH3:8])[C:5]([C:10]2[CH:15]=[CH:14][N:13]=[C:12]([NH:16][CH:17]3[CH2:22][CH2:21][CH:20]([NH2:23])[CH2:19][CH2:18]3)[N:11]=2)=[CH:4][N:3]=1.[CH3:24][CH2:25][N:26]([CH:30]([CH3:32])C)[CH:27]([CH3:29])C.ClCC[S:36](Cl)(=[O:38])=[O:37].N1CCCC1. The catalyst is C(Cl)Cl.CN(C=O)C. The product is [CH3:1][C:2]1[N:6]([CH:7]([CH3:9])[CH3:8])[C:5]([C:10]2[CH:15]=[CH:14][N:13]=[C:12]([NH:16][CH:17]3[CH2:18][CH2:19][CH:20]([NH:23][S:36]([CH2:24][CH2:25][N:26]4[CH2:27][CH2:29][CH2:32][CH2:30]4)(=[O:38])=[O:37])[CH2:21][CH2:22]3)[N:11]=2)=[CH:4][N:3]=1. The yield is 0.300. (6) The reactants are [NH2:1][CH2:2][CH2:3][C:4]([C:7]1[CH:12]=[CH:11][C:10]([NH:13][C:14](=[O:25])[C:15]2[CH:20]=[CH:19][C:18]([O:21][CH3:22])=[C:17]([O:23][CH3:24])[CH:16]=2)=[CH:9][CH:8]=1)([CH3:6])[CH3:5].[N:26]1[C:34]2[C:29](=[N:30][CH:31]=[C:32]([C:35](O)=[O:36])[CH:33]=2)[NH:28][CH:27]=1.C1C=CC2N(O)N=NC=2C=1.C(Cl)CCl. The catalyst is C(Cl)Cl. The product is [CH3:24][O:23][C:17]1[CH:16]=[C:15]([CH:20]=[CH:19][C:18]=1[O:21][CH3:22])[C:14]([NH:13][C:10]1[CH:9]=[CH:8][C:7]([C:4]([CH3:5])([CH3:6])[CH2:3][CH2:2][NH:1][C:35]([C:32]2[CH:33]=[C:34]3[N:26]=[CH:27][NH:28][C:29]3=[N:30][CH:31]=2)=[O:36])=[CH:12][CH:11]=1)=[O:25]. The yield is 0.230.